From a dataset of Forward reaction prediction with 1.9M reactions from USPTO patents (1976-2016). Predict the product of the given reaction. (1) The product is: [C:27]([O:26][C:24]([NH:23][CH:19]([CH2:18][C:15]1[CH:16]=[CH:17][C:12]([C:9]2[CH:10]=[CH:11][C:6]([CH2:5][CH2:4][C:3]([O:2][CH3:1])=[O:31])=[CH:7][CH:8]=2)=[CH:13][CH:14]=1)[C:20]([OH:22])=[O:21])=[O:25])([CH3:29])([CH3:30])[CH3:28]. Given the reactants [CH3:1][O:2][C:3](=[O:31])[CH:4]=[CH:5][C:6]1[CH:11]=[CH:10][C:9]([C:12]2[CH:17]=[CH:16][C:15]([CH2:18][CH:19]([NH:23][C:24]([O:26][C:27]([CH3:30])([CH3:29])[CH3:28])=[O:25])[C:20]([OH:22])=[O:21])=[CH:14][CH:13]=2)=[CH:8][CH:7]=1.[H][H], predict the reaction product. (2) Given the reactants [C:9](O[C:9]([O:11][C:12]([CH3:15])([CH3:14])[CH3:13])=[O:10])([O:11][C:12]([CH3:15])([CH3:14])[CH3:13])=[O:10].[CH:16]([C:19]1[CH:24]=[CH:23][C:22]([NH:25][S:26]([C:29]2[CH:30]=[C:31]3[C:36](=[CH:37][CH:38]=2)[O:35][CH:34]([CH2:39][NH:40][CH2:41][C@H:42]([OH:49])[C:43]2[CH:44]=[N:45][CH:46]=[CH:47][CH:48]=2)[CH2:33][CH2:32]3)(=[O:28])=[O:27])=[CH:21][CH:20]=1)([CH3:18])[CH3:17], predict the reaction product. The product is: [C:12]([O:11][C:9](=[O:10])[N:40]([CH2:41][CH:42]([OH:49])[C:43]1[CH:44]=[N:45][CH:46]=[CH:47][CH:48]=1)[CH2:39][C@H:34]1[CH2:33][CH2:32][C:31]2[C:36](=[CH:37][CH:38]=[C:29]([S:26](=[O:28])(=[O:27])[NH:25][C:22]3[CH:21]=[CH:20][C:19]([CH:16]([CH3:18])[CH3:17])=[CH:24][CH:23]=3)[CH:30]=2)[O:35]1)([CH3:13])([CH3:14])[CH3:15]. (3) Given the reactants C(OO)(=[O:3])C.[Cl:6][C:7]1[S:11][C:10]([C:12]2[N:13]=[C:14]([N:21]3[C:29]4[C:24](=[CH:25][C:26]([CH2:30][C:31]([OH:33])=[O:32])=[CH:27][CH:28]=4)[CH2:23][CH2:22]3)[C:15]3[CH2:20][S:19][CH2:18][C:16]=3[N:17]=2)=[CH:9][CH:8]=1.O, predict the reaction product. The product is: [Cl:6][C:7]1[S:11][C:10]([C:12]2[N:13]=[C:14]([N:21]3[C:29]4[C:24](=[CH:25][C:26]([CH2:30][C:31]([OH:33])=[O:32])=[CH:27][CH:28]=4)[CH2:23][CH2:22]3)[C:15]3[CH2:20][S:19](=[O:3])[CH2:18][C:16]=3[N:17]=2)=[CH:9][CH:8]=1. (4) Given the reactants [CH3:1][NH:2][CH2:3][CH2:4][N:5]1[CH2:10][CH2:9][S:8][C:7]2[CH:11]=[C:12]([NH:15][C:16]([C:18]3[O:19][CH:20]=[CH:21][CH:22]=3)=[NH:17])[CH:13]=[CH:14][C:6]1=2.[ClH:23].CCOCC, predict the reaction product. The product is: [ClH:23].[ClH:23].[CH3:1][NH:2][CH2:3][CH2:4][N:5]1[CH2:10][CH2:9][S:8][C:7]2[CH:11]=[C:12]([NH:15][C:16]([C:18]3[O:19][CH:20]=[CH:21][CH:22]=3)=[NH:17])[CH:13]=[CH:14][C:6]1=2. (5) Given the reactants [Br:1][C:2]1[CH:3]=[CH:4][C:5](C(OC)=O)=[N:6][CH:7]=1.[CH3:12][Mg]Br.C([O:17][CH2:18][CH3:19])C, predict the reaction product. The product is: [Br:1][C:2]1[CH:3]=[CH:4][C:5]([C:18]([OH:17])([CH3:19])[CH3:12])=[N:6][CH:7]=1. (6) Given the reactants [C:1]([C:4]1[CH:5]=[C:6]([NH:10][CH:11]([C:15]2[CH:20]=[CH:19][C:18]([O:21][CH3:22])=[C:17]([O:23][CH3:24])[CH:16]=2)[C:12]([OH:14])=O)[CH:7]=[CH:8][CH:9]=1)(=[O:3])[NH2:2].[NH2:25][CH2:26][C:27]1[CH:28]=[C:29]([NH:39][C:40](=[O:43])[O:41][CH3:42])[CH:30]=[CH:31][C:32]=1[S:33]([CH:36]([CH3:38])[CH3:37])(=[O:35])=[O:34], predict the reaction product. The product is: [C:1]([C:4]1[CH:5]=[C:6]([NH:10][CH:11]([C:15]2[CH:20]=[CH:19][C:18]([O:21][CH3:22])=[C:17]([O:23][CH3:24])[CH:16]=2)[C:12]([NH:25][CH2:26][C:27]2[CH:28]=[C:29]([NH:39][C:40](=[O:43])[O:41][CH3:42])[CH:30]=[CH:31][C:32]=2[S:33]([CH:36]([CH3:38])[CH3:37])(=[O:35])=[O:34])=[O:14])[CH:7]=[CH:8][CH:9]=1)(=[O:3])[NH2:2]. (7) Given the reactants [Cl:1][C:2]1[CH:8]=[C:7]([O:9][C:10]2[C:11]3[N:18]([CH3:19])[CH:17]=[CH:16][C:12]=3[N:13]=[CH:14][N:15]=2)[CH:6]=[CH:5][C:3]=1[NH2:4].N1C=CC=CC=1.Cl[C:27](OC1C=CC=CC=1)=[O:28].[CH3:36][N:37]1[CH2:42][CH2:41][N:40]([CH2:43][C:44]2[CH:50]=[CH:49][C:47]([NH2:48])=[CH:46][C:45]=2[C:51]([F:54])([F:53])[F:52])[CH2:39][CH2:38]1, predict the reaction product. The product is: [Cl:1][C:2]1[CH:8]=[C:7]([O:9][C:10]2[C:11]3[N:18]([CH3:19])[CH:17]=[CH:16][C:12]=3[N:13]=[CH:14][N:15]=2)[CH:6]=[CH:5][C:3]=1[NH:4][C:27]([NH:48][C:47]1[CH:49]=[CH:50][C:44]([CH2:43][N:40]2[CH2:41][CH2:42][N:37]([CH3:36])[CH2:38][CH2:39]2)=[C:45]([C:51]([F:54])([F:52])[F:53])[CH:46]=1)=[O:28].